This data is from Full USPTO retrosynthesis dataset with 1.9M reactions from patents (1976-2016). The task is: Predict the reactants needed to synthesize the given product. (1) Given the product [CH:27]1([N:5]([CH2:4][CH2:3][O:2][CH3:1])[C@H:6]2[CH2:11][CH2:10][C@H:9]([NH:12][C:13](=[O:19])[O:14][C:15]([CH3:16])([CH3:18])[CH3:17])[CH2:8][CH2:7]2)[CH2:29][CH2:28]1, predict the reactants needed to synthesize it. The reactants are: [CH3:1][O:2][CH2:3][CH2:4][NH:5][C@H:6]1[CH2:11][CH2:10][C@H:9]([NH:12][C:13](=[O:19])[O:14][C:15]([CH3:18])([CH3:17])[CH3:16])[CH2:8][CH2:7]1.C(O)(=O)C.C(O[C:27]1(O[Si](C)(C)C)[CH2:29][CH2:28]1)C.C([BH3-])#N.[Na+]. (2) Given the product [CH2:1]=[CH2:2].[CH2:10]=[CH:11][CH3:12].[CH:1](=[C:3]1[CH2:8][CH:7]2[CH2:9][CH:4]1[CH:5]=[CH:6]2)[CH3:2], predict the reactants needed to synthesize it. The reactants are: [CH:1](=[C:3]1[CH2:8][CH:7]2[CH2:9][CH:4]1[CH:5]=[CH:6]2)[CH3:2].[CH2:10]=[CH:11][CH3:12].[H][H].C=C.C([Al](CC(C)C)CC(C)C)C(C)C.[AlH]1CCCCO1. (3) Given the product [Cl:21][C:10]1[C:11]2[CH:17]=[C:16]([O:18][CH2:19][CH3:20])[CH:15]=[CH:14][C:12]=2[S:13][C:9]=1[C:7]([OH:22])=[O:8], predict the reactants needed to synthesize it. The reactants are: N1C(N[C:7]([C:9]2[S:13][C:12]3[CH:14]=[CH:15][C:16]([O:18][CH2:19][CH3:20])=[CH:17][C:11]=3[C:10]=2[Cl:21])=[O:8])=NN=N1.[OH-:22].[Na+]. (4) Given the product [CH2:10]1[C:11]2([O:16][CH2:15][CH:14]([O:17][C:18]3[CH:23]=[CH:22][N:21]=[C:20]([CH2:24][S:25]([C:26]4[NH:27][C:28]5[CH:34]=[CH:33][CH:32]=[CH:31][C:29]=5[N:30]=4)=[O:44])[C:19]=3[CH3:35])[CH2:13][O:12]2)[CH2:8][CH2:9]1, predict the reactants needed to synthesize it. The reactants are: C1(C)C=CC=CC=1.[CH2:8]1[C:11]2([O:16][CH2:15][CH:14]([O:17][C:18]3[CH:23]=[CH:22][N:21]=[C:20]([CH2:24][S:25][C:26]4[NH:30][C:29]5[CH:31]=[CH:32][CH:33]=[CH:34][C:28]=5[N:27]=4)[C:19]=3[CH3:35])[CH2:13][O:12]2)[CH2:10][CH2:9]1.ClC1C=CC=C(C(OO)=[O:44])C=1.C(=O)([O-])O.[Na+]. (5) Given the product [C:27]([C:14]1[CH:15]=[C:16]2[C:21](=[CH:22][C:13]=1[O:12][C:11]1[CH:29]=[CH:30][C:8]([C:6]([OH:7])=[O:5])=[CH:9][CH:10]=1)[O:20][CH2:19][CH2:18][CH:17]2[C:23]([O:25][CH3:26])=[O:24])#[N:28], predict the reactants needed to synthesize it. The reactants are: C([O:5][C:6]([C:8]1[CH:30]=[CH:29][C:11]([O:12][C:13]2[CH:22]=[C:21]3[C:16]([CH:17]([C:23]([O:25][CH3:26])=[O:24])[CH2:18][CH2:19][O:20]3)=[CH:15][C:14]=2[C:27]#[N:28])=[CH:10][CH:9]=1)=[O:7])(C)(C)C.FC(F)(F)C(O)=O. (6) Given the product [Si:1]([O:18][CH2:19][C:20]1[N:21]=[C:22]([C:41](=[O:43])[CH3:42])[N:23]([CH2:25][O:26][CH2:27][CH2:28][Si:29]([CH3:32])([CH3:31])[CH3:30])[CH:24]=1)([C:14]([CH3:16])([CH3:17])[CH3:15])([C:2]1[CH:7]=[CH:6][CH:5]=[CH:4][CH:3]=1)[C:8]1[CH:9]=[CH:10][CH:11]=[CH:12][CH:13]=1, predict the reactants needed to synthesize it. The reactants are: [Si:1]([O:18][CH2:19][C:20]1[N:21]=[CH:22][N:23]([CH2:25][O:26][CH2:27][CH2:28][Si:29]([CH3:32])([CH3:31])[CH3:30])[CH:24]=1)([C:14]([CH3:17])([CH3:16])[CH3:15])([C:8]1[CH:13]=[CH:12][CH:11]=[CH:10][CH:9]=1)[C:2]1[CH:7]=[CH:6][CH:5]=[CH:4][CH:3]=1.C([Li])CCC.CON(C)[C:41](=[O:43])[CH3:42].[Cl-].[NH4+]. (7) Given the product [CH3:16][NH:15][C:4]1[N:5]=[C:6]([N:8]2[CH2:13][CH2:12][N:11]([CH3:14])[CH2:10][CH2:9]2)[N:7]=[C:2]([NH:17][CH:18]2[CH2:23][CH2:22][CH2:21][CH:20]([C:24]([NH:26][CH2:27][C:28]3[CH:33]=[CH:32][CH:31]=[CH:30][C:29]=3[C:34]([F:35])([F:36])[F:37])=[O:25])[CH2:19]2)[N:3]=1, predict the reactants needed to synthesize it. The reactants are: Cl[C:2]1[N:7]=[C:6]([N:8]2[CH2:13][CH2:12][N:11]([CH3:14])[CH2:10][CH2:9]2)[N:5]=[C:4]([NH:15][CH3:16])[N:3]=1.[NH2:17][CH:18]1[CH2:23][CH2:22][CH2:21][CH:20]([C:24]([NH:26][CH2:27][C:28]2[CH:33]=[CH:32][CH:31]=[CH:30][C:29]=2[C:34]([F:37])([F:36])[F:35])=[O:25])[CH2:19]1.C(O)(C(F)(F)F)=O.[OH-].[Na+]. (8) Given the product [C:13]([NH:21][C:22](=[S:23])[NH:1][C:2]1[N:7]=[C:6]([C:8]([O:10][CH3:11])=[O:9])[CH:5]=[C:4]([Br:12])[CH:3]=1)(=[O:20])[C:14]1[CH:19]=[CH:18][CH:17]=[CH:16][CH:15]=1, predict the reactants needed to synthesize it. The reactants are: [NH2:1][C:2]1[N:7]=[C:6]([C:8]([O:10][CH3:11])=[O:9])[CH:5]=[C:4]([Br:12])[CH:3]=1.[C:13]([N:21]=[C:22]=[S:23])(=[O:20])[C:14]1[CH:19]=[CH:18][CH:17]=[CH:16][CH:15]=1.CCCCCC. (9) Given the product [CH2:28]([O:8][C:7]1[C:2]([CH3:1])=[N:3][CH:4]=[CH:5][CH:6]=1)[C:29]1[CH:34]=[CH:33][CH:32]=[CH:31][CH:30]=1, predict the reactants needed to synthesize it. The reactants are: [CH3:1][C:2]1[C:7]([OH:8])=[CH:6][CH:5]=[CH:4][N:3]=1.[OH-].C([N+](CCCC)(CCCC)CCCC)CCC.Br[CH2:28][C:29]1[CH:34]=[CH:33][CH:32]=[CH:31][CH:30]=1.